Dataset: Full USPTO retrosynthesis dataset with 1.9M reactions from patents (1976-2016). Task: Predict the reactants needed to synthesize the given product. (1) Given the product [Br:12][C:9]1[CH:8]=[CH:7][C:5]2[O:6][C:2]([CH3:11])([CH3:1])[CH2:3][C:4]=2[CH:10]=1, predict the reactants needed to synthesize it. The reactants are: [CH3:1][C:2]1([CH3:11])[O:6][C:5]2[CH:7]=[CH:8][CH:9]=[CH:10][C:4]=2[CH2:3]1.[Br:12]N1C(=O)CCC1=O.CCOCC. (2) Given the product [Cl:11][C:12]1[C:17](/[C:18](/[Br:25])=[C:19](/[Cl:3])\[Br:24])=[C:16]([N:26]2[CH2:30][CH2:29][CH2:28][CH:27]2[CH3:31])[N:15]=[C:14]([C:32]#[N:33])[N:13]=1, predict the reactants needed to synthesize it. The reactants are: [F-].[K+].[Cl:3]N1C(=O)CCC1=O.[Cl:11][C:12]1[C:17](/[C:18](/[Br:25])=[C:19](\[Br:24])/[Si](C)(C)C)=[C:16]([N:26]2[CH2:30][CH2:29][CH2:28][CH:27]2[CH3:31])[N:15]=[C:14]([C:32]#[N:33])[N:13]=1. (3) Given the product [F:1][C:2]1[CH:7]=[CH:6][CH:5]=[CH:4][C:3]=1[N:8]1[C:12]([CH2:13][OH:14])=[C:11]([C:15]([N:17]([CH2:35][CH:36]([CH3:38])[CH3:37])[C@H:18]2[CH2:19][C@@H:20]([C:31]([N:8]3[CH2:3][CH2:2][O:40][CH2:39][CH2:12]3)=[O:32])[CH2:21][N:22]([C:24]([O:26][C:27]([CH3:29])([CH3:30])[CH3:28])=[O:25])[CH2:23]2)=[O:16])[N:10]=[N:9]1, predict the reactants needed to synthesize it. The reactants are: [F:1][C:2]1[CH:7]=[CH:6][CH:5]=[CH:4][C:3]=1[N:8]1[C:12]([CH2:13][OH:14])=[C:11]([C:15]([N:17]([CH2:35][CH:36]([CH3:38])[CH3:37])[C@@H:18]2[CH2:23][N:22]([C:24]([O:26][C:27]([CH3:30])([CH3:29])[CH3:28])=[O:25])[CH2:21][C@H:20]([C:31](OC)=[O:32])[CH2:19]2)=[O:16])[N:10]=[N:9]1.[CH3:39][OH:40]. (4) Given the product [Br:30][C:27]1[CH:26]=[N:25][C:24]([N:4]2[CH2:3][CH2:2][N:1]([S:7]([C:10]3([C:16]([O:18][C:19]([CH3:22])([CH3:21])[CH3:20])=[O:17])[CH2:15][CH2:14][O:13][CH2:12][CH2:11]3)(=[O:9])=[O:8])[CH2:6][CH2:5]2)=[N:29][CH:28]=1, predict the reactants needed to synthesize it. The reactants are: [N:1]1([S:7]([C:10]2([C:16]([O:18][C:19]([CH3:22])([CH3:21])[CH3:20])=[O:17])[CH2:15][CH2:14][O:13][CH2:12][CH2:11]2)(=[O:9])=[O:8])[CH2:6][CH2:5][NH:4][CH2:3][CH2:2]1.Cl[C:24]1[N:29]=[CH:28][C:27]([Br:30])=[CH:26][N:25]=1.C(N(CC)CC)C. (5) Given the product [CH3:2][O:3][C@@H:4]1[CH2:12][C:11]2[C:6](=[CH:7][CH:8]=[CH:9][CH:10]=2)[C@@H:5]1[NH2:13].[ClH:1], predict the reactants needed to synthesize it. The reactants are: [ClH:1].[CH3:2][O:3][C@@H:4]1[CH2:12][C:11]2[C:6](=[CH:7][CH:8]=[CH:9][CH:10]=2)[C@@H:5]1[NH:13]C(=O)OC(C)(C)C. (6) Given the product [OH:27][C@H:24]1[C:9]([CH3:11])([CH3:10])[CH2:5][N:6]([C:14]2[CH:21]=[CH:20][C:17]([C:18]#[N:19])=[C:16]([O:22][CH3:23])[CH:15]=2)[C@@H:7]1[CH3:8], predict the reactants needed to synthesize it. The reactants are: C1([C@]2(O)[CH2:8][CH2:7][NH:6][C@H:5]2[CH:9]([CH3:11])[CH3:10])CC1.F[C:14]1[CH:21]=[CH:20][C:17]([C:18]#[N:19])=[C:16]([O:22][CH3:23])[CH:15]=1.[C:24](=[O:27])([O-])[O-].[Li+].[Li+].O. (7) Given the product [Cl:26][C:9]1[C:10]([C:21]([O:23][CH2:24][CH3:25])=[O:22])=[N:11][N:12]([C:13]2[CH:18]=[CH:17][C:16]([Cl:19])=[CH:15][C:14]=2[Cl:20])[C:8]=1[C:5]1[CH:4]=[CH:3][C:2]([Cl:1])=[CH:7][CH:6]=1, predict the reactants needed to synthesize it. The reactants are: [Cl:1][C:2]1[CH:7]=[CH:6][C:5]([C:8]2[N:12]([C:13]3[CH:18]=[CH:17][C:16]([Cl:19])=[CH:15][C:14]=3[Cl:20])[N:11]=[C:10]([C:21]([O:23][CH2:24][CH3:25])=[O:22])[CH:9]=2)=[CH:4][CH:3]=1.[Cl:26]Cl.